Predict the product of the given reaction. From a dataset of Forward reaction prediction with 1.9M reactions from USPTO patents (1976-2016). Given the reactants [CH3:1][CH2:2][O-:3].[Na+].CCO.Br[C:9]1[CH:14]=[CH:13][C:12]([Br:15])=[CH:11][N:10]=1, predict the reaction product. The product is: [Br:15][C:12]1[CH:11]=[N:10][C:9]([O:3][CH2:2][CH3:1])=[CH:14][CH:13]=1.